This data is from NCI-60 drug combinations with 297,098 pairs across 59 cell lines. The task is: Regression. Given two drug SMILES strings and cell line genomic features, predict the synergy score measuring deviation from expected non-interaction effect. Drug 1: CN1C(=O)N2C=NC(=C2N=N1)C(=O)N. Drug 2: C(=O)(N)NO. Cell line: A549. Synergy scores: CSS=2.19, Synergy_ZIP=-0.482, Synergy_Bliss=-1.000, Synergy_Loewe=-0.794, Synergy_HSA=-0.457.